This data is from Reaction yield outcomes from USPTO patents with 853,638 reactions. The task is: Predict the reaction yield, written as a fraction of the theoretical maximum amount of product (1.0 means a 100% yield; for example, 0.34 means a 34% yield). (1) The reactants are Cl.[CH3:2][C:3]1[CH:8]=[CH:7][CH:6]=[CH:5][C:4]=1[NH:9][NH2:10].C(=O)([O-])[O-].[K+].[K+].C([O:19][CH:20]=[C:21]([C:27](OCC)=O)[C:22]([O:24][CH2:25][CH3:26])=[O:23])C. The catalyst is O. The product is [CH3:2][C:3]1[CH:8]=[CH:7][CH:6]=[CH:5][C:4]=1[N:9]1[C:20](=[O:19])[C:21]([C:22]([O:24][CH2:25][CH3:26])=[O:23])=[CH:27][NH:10]1. The yield is 0.870. (2) The reactants are Br[C:2]1[CH:9]=[CH:8][C:7]([OH:10])=[CH:6][C:3]=1[CH:4]=[O:5].[Cl:11][C:12]1[CH:13]=[C:14](B(O)O)[CH:15]=[CH:16][C:17]=1[O:18][CH3:19].C([O-])([O-])=O.[Na+].[Na+]. The catalyst is [Pd]. The product is [Cl:11][C:12]1[CH:13]=[C:14]([C:2]2[C:3]([CH:4]=[O:5])=[CH:6][C:7]([OH:10])=[CH:8][CH:9]=2)[CH:15]=[CH:16][C:17]=1[O:18][CH3:19]. The yield is 0.930. (3) The reactants are Br[CH2:2][CH2:3][CH2:4][CH2:5][CH2:6][CH2:7][CH2:8][CH2:9][CH2:10][OH:11].[CH3:12][CH:13]([CH3:17])[CH2:14][CH2:15]Br. No catalyst specified. The product is [CH3:12][CH:13]([CH3:17])[CH2:14][CH2:15][CH2:2][CH2:3][CH2:4][CH2:5][CH2:6][CH2:7][CH2:8][CH2:9][CH2:10][OH:11]. The yield is 0.510. (4) The reactants are [CH3:1][C:2]1[CH:10]=[C:9]2[C:5]([CH:6]=[CH:7][N:8]2[S:11]([C:14]2[CH:19]=[CH:18][CH:17]=[CH:16][N:15]=2)(=[O:13])=[O:12])=[CH:4][CH:3]=1.C(#N)C.[C:23]([O:27][CH3:28])(=[O:26])[CH:24]=[CH2:25]. The catalyst is CCOC(C)=O.O.C([O-])(=O)C.[Cu+2].C([O-])(=O)C. The product is [CH3:1][C:2]1[CH:10]=[C:9]2[C:5]([CH:6]=[C:7]([CH:25]=[CH:24][C:23]([O:27][CH3:28])=[O:26])[N:8]2[S:11]([C:14]2[CH:19]=[CH:18][CH:17]=[CH:16][N:15]=2)(=[O:13])=[O:12])=[CH:4][CH:3]=1. The yield is 0.300. (5) The reactants are [CH3:1][C:2]1([CH3:19])[N:7]2[C:8]3[CH:9]=[C:10]([C:15]([OH:17])=O)[CH:11]=[CH:12][C:13]=3[CH:14]=[C:6]2[C:5](=[O:18])[NH:4][CH2:3]1.ON1C2C=CC=CC=2N=N1.C(N=C=NCCCN(C)C)C.[CH2:41]([O:43][C:44]([C:46]1[N:47]([CH3:52])[CH:48]=[C:49]([NH2:51])[N:50]=1)=[O:45])[CH3:42].C(N(CC)C(C)C)(C)C. The catalyst is CN(C=O)C.CN(C)C1C=CN=CC=1. The product is [CH3:1][C:2]1([CH3:19])[N:7]2[C:8]3[CH:9]=[C:10]([C:15]([NH:51][C:49]4[N:50]=[C:46]([C:44]([O:43][CH2:41][CH3:42])=[O:45])[N:47]([CH3:52])[CH:48]=4)=[O:17])[CH:11]=[CH:12][C:13]=3[CH:14]=[C:6]2[C:5](=[O:18])[NH:4][CH2:3]1. The yield is 0.920. (6) The reactants are [CH:1]1([NH:4][C:5]([NH:7][C:8]2[CH:13]=[CH:12][C:11]([O:14][C:15]3[C:24]4[C:19](=[CH:20][C:21]([O:29][CH3:30])=[C:22]([C:25]([O:27]C)=[O:26])[CH:23]=4)[N:18]=[CH:17][CH:16]=3)=[CH:10][C:9]=2[CH3:31])=[O:6])[CH2:3][CH2:2]1. The catalyst is CO.[OH-].[Na+]. The product is [CH:1]1([NH:4][C:5]([NH:7][C:8]2[CH:13]=[CH:12][C:11]([O:14][C:15]3[C:24]4[C:19](=[CH:20][C:21]([O:29][CH3:30])=[C:22]([C:25]([OH:27])=[O:26])[CH:23]=4)[N:18]=[CH:17][CH:16]=3)=[CH:10][C:9]=2[CH3:31])=[O:6])[CH2:3][CH2:2]1. The yield is 0.568. (7) The reactants are C1(C[N:8]([CH2:23][CH:24]([CH:26]2[CH2:31][CH2:30][C:29]3[CH:32]=[C:33]([F:36])[CH:34]=[CH:35][C:28]=3[O:27]2)[OH:25])[CH2:9][CH:10]([CH:12]2[CH2:17][CH2:16][C:15]3[CH:18]=[C:19]([F:22])[CH:20]=[CH:21][C:14]=3[O:13]2)[OH:11])C=CC=CC=1.CO.C([O-])=O.[NH4+]. The catalyst is [Pd].O. The product is [CH:34]1[C:33]([F:36])=[CH:32][C:29]2[CH2:30][CH2:31][CH:26]([CH:24]([OH:25])[CH2:23][NH:8][CH2:9][CH:10]([OH:11])[CH:12]3[O:13][C:14]4[CH:21]=[CH:20][C:19]([F:22])=[CH:18][C:15]=4[CH2:16][CH2:17]3)[O:27][C:28]=2[CH:35]=1. The yield is 0.954.